From a dataset of Blood-brain barrier permeability classification from the B3DB database. Regression/Classification. Given a drug SMILES string, predict its absorption, distribution, metabolism, or excretion properties. Task type varies by dataset: regression for continuous measurements (e.g., permeability, clearance, half-life) or binary classification for categorical outcomes (e.g., BBB penetration, CYP inhibition). Dataset: b3db_classification. The drug is COc1ccc2c3c1OC1C(O)C=CC4C(C2)N(C)CCC341. The result is 1 (penetrates BBB).